From a dataset of Reaction yield outcomes from USPTO patents with 853,638 reactions. Predict the reaction yield, written as a fraction of the theoretical maximum amount of product (1.0 means a 100% yield; for example, 0.34 means a 34% yield). (1) The reactants are [Br:1][CH2:2][CH2:3][CH2:4][CH2:5]Br.[CH3:7][C:8]([S-:11])([CH3:10])[CH3:9].[Na+]. The catalyst is CN(C=O)C. The product is [CH3:7][C:8]([S:11][CH2:5][CH2:4][CH2:3][CH2:2][Br:1])([CH3:10])[CH3:9]. The yield is 0.210. (2) The reactants are F.F.F.C(N(CC)CC)C.[Si]([O:28][CH2:29][C@H:30]1[O:34][C@@H:33]([N:35]2[CH:42]=[C:41]([CH3:43])[C:39](=[O:40])[NH:38][C:36]2=[O:37])[C@H:32]([O:44][CH2:45][CH2:46][O:47][N:48]([CH3:50])[CH3:49])[C@@H:31]1[OH:51])(C(C)(C)C)(C1C=CC=CC=1)C1C=CC=CC=1.CO. The catalyst is C1COCC1.C(Cl)Cl. The product is [CH3:49][N:48]([CH3:50])[O:47][CH2:46][CH2:45][O:44][C@@H:32]1[C@H:31]([OH:51])[C@@H:30]([CH2:29][OH:28])[O:34][C@H:33]1[N:35]1[CH:42]=[C:41]([CH3:43])[C:39](=[O:40])[NH:38][C:36]1=[O:37]. The yield is 0.925. (3) The reactants are [NH2:1][C:2]1[CH:7]=[CH:6][CH:5]=[CH:4][C:3]=1[NH:8][C:9](=[O:28])[C:10]1[CH:15]=[CH:14][C:13]([CH2:16][N:17]2[CH2:25][C:24]3[C:19](=[CH:20][CH:21]=[C:22](Br)[CH:23]=3)[C:18]2=[O:27])=[CH:12][CH:11]=1.[CH3:29][C:30]1[CH:31]=[C:32](B(O)O)[CH:33]=[C:34]([CH3:36])[CH:35]=1. No catalyst specified. The product is [NH2:1][C:2]1[CH:7]=[CH:6][CH:5]=[CH:4][C:3]=1[NH:8][C:9](=[O:28])[C:10]1[CH:15]=[CH:14][C:13]([CH2:16][N:17]2[CH2:25][C:24]3[C:19](=[CH:20][CH:21]=[C:22]([C:32]4[CH:33]=[C:34]([CH3:36])[CH:35]=[C:30]([CH3:29])[CH:31]=4)[CH:23]=3)[C:18]2=[O:27])=[CH:12][CH:11]=1. The yield is 0.460.